This data is from Full USPTO retrosynthesis dataset with 1.9M reactions from patents (1976-2016). The task is: Predict the reactants needed to synthesize the given product. (1) Given the product [CH:1]1([C:4]2[CH:5]=[C:6]([CH3:25])[C:7]([N:10]3[CH2:15][CH2:14][N:13]([C:16]([C:18]4[CH:23]=[CH:22][C:21]([N:28]5[CH2:29][CH2:30][O:26][C:27]5=[O:31])=[CH:20][CH:19]=4)=[O:17])[CH2:12][CH2:11]3)=[N:8][CH:9]=2)[CH2:3][CH2:2]1, predict the reactants needed to synthesize it. The reactants are: [CH:1]1([C:4]2[CH:5]=[C:6]([CH3:25])[C:7]([N:10]3[CH2:15][CH2:14][N:13]([C:16]([C:18]4[CH:23]=[CH:22][C:21](I)=[CH:20][CH:19]=4)=[O:17])[CH2:12][CH2:11]3)=[N:8][CH:9]=2)[CH2:3][CH2:2]1.[O:26]1[CH2:30][CH2:29][NH:28][C:27]1=[O:31]. (2) Given the product [C:27]([C:25]1[CH:26]=[C:21]([F:20])[CH:22]=[CH:23][C:24]=1[N:6]1[CH2:10][CH2:9][CH2:8][C:7]1=[O:11])(=[O:29])[CH3:28], predict the reactants needed to synthesize it. The reactants are: NCC(O)=O.[NH:6]1[CH2:10][CH2:9][CH2:8][C:7]1=[O:11].[O-]P([O-])([O-])=O.[K+].[K+].[K+].[F:20][C:21]1[CH:22]=[CH:23][C:24](I)=[C:25]([C:27](=[O:29])[CH3:28])[CH:26]=1. (3) Given the product [Br:15][C:9]1[CH:8]=[N:7][C:6]2[O:5][CH2:4][C:3](=[O:2])[NH:12][C:11]=2[CH:10]=1, predict the reactants needed to synthesize it. The reactants are: C[O:2][C:3](=O)[CH2:4][O:5][C:6]1[C:11]([N+:12]([O-])=O)=[CH:10][C:9]([Br:15])=[CH:8][N:7]=1.[Sn](Cl)(Cl)(Cl)Cl.[OH-].[Na+]. (4) Given the product [OH:8][CH2:9][C:11]1[C:12]([C:24]2[CH:29]=[CH:28][CH:27]=[CH:26][C:25]=2[O:30][CH3:31])=[CH:13][CH:14]=[C:15]2[C:20]=1[NH:19][C:18](=[O:21])[C:17]([CH3:22])([CH3:23])[NH:16]2, predict the reactants needed to synthesize it. The reactants are: [H-].[Al+3].[Li+].[H-].[H-].[H-].C[O:8][C:9]([C:11]1[C:12]([C:24]2[CH:29]=[CH:28][CH:27]=[CH:26][C:25]=2[O:30][CH3:31])=[CH:13][CH:14]=[C:15]2[C:20]=1[NH:19][C:18](=[O:21])[C:17]([CH3:23])([CH3:22])[NH:16]2)=O.Cl. (5) Given the product [ClH:32].[ClH:32].[C:24]([C:20]1[CH:19]=[C:18]([C:15]2([NH:14][C@@H:11]3[C@@H:12]([OH:13])[C@H:7]([CH2:6][C:5]4[CH:30]=[CH:31][C:2]([NH:1][C:33]5[CH:38]=[C:37]([C:39]6[CH:40]=[CH:41][C:42]([F:45])=[CH:43][CH:44]=6)[N:36]=[CH:35][N:34]=5)=[CH:3][CH:4]=4)[CH2:8][S:9](=[O:29])(=[O:28])[CH2:10]3)[CH2:16][CH2:17]2)[CH:23]=[CH:22][CH:21]=1)([CH3:25])([CH3:26])[CH3:27], predict the reactants needed to synthesize it. The reactants are: [NH2:1][C:2]1[CH:31]=[CH:30][C:5]([CH2:6][C@H:7]2[C@H:12]([OH:13])[C@@H:11]([NH:14][C:15]3([C:18]4[CH:23]=[CH:22][CH:21]=[C:20]([C:24]([CH3:27])([CH3:26])[CH3:25])[CH:19]=4)[CH2:17][CH2:16]3)[CH2:10][S:9](=[O:29])(=[O:28])[CH2:8]2)=[CH:4][CH:3]=1.[Cl:32][C:33]1[CH:38]=[C:37]([C:39]2[CH:44]=[CH:43][C:42]([F:45])=[CH:41][CH:40]=2)[N:36]=[CH:35][N:34]=1.